From a dataset of Full USPTO retrosynthesis dataset with 1.9M reactions from patents (1976-2016). Predict the reactants needed to synthesize the given product. (1) Given the product [NH2:7][CH2:8][C:9]#[C:10][C:11]1[S:19][C:18]2[C:17]([NH:37][C:36]3[CH:38]=[CH:39][C:33]([O:32][C:22]4[C:31]5[C:26](=[CH:27][CH:28]=[CH:29][CH:30]=5)[CH:25]=[CH:24][CH:23]=4)=[CH:34][CH:35]=3)=[N:16][CH:15]=[N:14][C:13]=2[CH:12]=1, predict the reactants needed to synthesize it. The reactants are: C(OC(=O)[NH:7][CH2:8][C:9]#[C:10][C:11]1[S:19][C:18]2[C:17](Cl)=[N:16][CH:15]=[N:14][C:13]=2[CH:12]=1)(C)(C)C.[C:22]1([O:32][C:33]2[CH:39]=[CH:38][C:36]([NH2:37])=[CH:35][CH:34]=2)[C:31]2[C:26](=[CH:27][CH:28]=[CH:29][CH:30]=2)[CH:25]=[CH:24][CH:23]=1. (2) Given the product [CH3:29][C:14]1[CH:15]=[C:16]([C:21]2[CH:26]=[CH:25][CH:24]=[CH:23][CH:22]=2)[CH:17]=[C:18]2[C:13]=1[CH2:12][C@H:11]1[C@@H:19]2[CH2:20][NH:8][CH2:9][CH2:10]1, predict the reactants needed to synthesize it. The reactants are: C([N:8]1[CH2:20][C@H:19]2[C@H:11]([CH2:12][C:13]3[C:18]2=[CH:17][C:16]([C:21]2[CH:26]=[CH:25][C:24](Cl)=[CH:23][C:22]=2Cl)=[CH:15][C:14]=3[CH3:29])[CH2:10][CH2:9]1)C1C=CC=CC=1.C(O)(=O)C. (3) Given the product [Cl:22][CH2:21][CH:20]([CH3:23])[CH2:19][O:17][C:14]1[CH:13]=[CH:12][C:11]([C:2]2[O:3][CH2:4][C:5]3([CH2:6][CH2:7][CH2:8][CH2:9][CH2:10]3)[N:1]=2)=[CH:16][CH:15]=1, predict the reactants needed to synthesize it. The reactants are: [N:1]1[C:5]2([CH2:10][CH2:9][CH2:8][CH2:7][CH2:6]2)[CH2:4][O:3][C:2]=1[C:11]1[CH:16]=[CH:15][C:14]([OH:17])=[CH:13][CH:12]=1.Br[CH2:19][CH:20]([CH3:23])[CH2:21][Cl:22].C(=O)([O-])[O-].[K+].[K+]. (4) Given the product [CH2:35]([O:34][C:32]([C:31]1[N:1]=[C:2]2[CH:3]=[CH:4][C:5]([NH:8][C:9]([C:11]3[N:12]([CH2:21][C:22]4[CH:27]=[CH:26][CH:25]=[C:24]([F:28])[CH:23]=4)[C:13]4[C:18]([CH:19]=3)=[CH:17][C:16]([F:20])=[CH:15][CH:14]=4)=[O:10])=[CH:6][N:7]2[CH:30]=1)=[O:33])[CH3:36], predict the reactants needed to synthesize it. The reactants are: [NH2:1][C:2]1[N:7]=[CH:6][C:5]([NH:8][C:9]([C:11]2[N:12]([CH2:21][C:22]3[CH:27]=[CH:26][CH:25]=[C:24]([F:28])[CH:23]=3)[C:13]3[C:18]([CH:19]=2)=[CH:17][C:16]([F:20])=[CH:15][CH:14]=3)=[O:10])=[CH:4][CH:3]=1.Br[CH2:30][C:31](=O)[C:32]([O:34][CH2:35][CH3:36])=[O:33].